Dataset: Reaction yield outcomes from USPTO patents with 853,638 reactions. Task: Predict the reaction yield, written as a fraction of the theoretical maximum amount of product (1.0 means a 100% yield; for example, 0.34 means a 34% yield). (1) The reactants are [Cl:1][C:2]1[CH:3]=[C:4]([C:9]2[O:15][C:12]([CH:13]=O)=[CH:11][CH:10]=2)[CH:5]=[CH:6][C:7]=1[Cl:8].[N+:16]([CH3:19])([O-])=O.C([O-])(=O)C.[NH4+]. The catalyst is C(O)(=O)C. The product is [Cl:1][C:2]1[CH:3]=[C:4]([C:9]2[O:15][C:12](/[CH:13]=[CH:19]/[NH2:16])=[CH:11][CH:10]=2)[CH:5]=[CH:6][C:7]=1[Cl:8]. The yield is 0.830. (2) The reactants are [CH:1]1([N:6]2[CH2:11][CH2:10][N:9]([C:12]([C:14]3[CH:15]=[C:16]4[C:20](=[CH:21][CH:22]=3)[NH:19][C:18]([C:23]([N:25]3[CH2:30][CH2:29][S:28](=[O:32])(=[O:31])[CH2:27][CH2:26]3)=[O:24])=[CH:17]4)=[O:13])[CH2:8][CH2:7]2)[CH2:5][CH2:4]C[CH2:2]1.F[B-](F)(F)F.N1(OC(N(C)C)=[N+](C)C)C2C=CC=CC=2N=N1.C(N(CC)C(C)C)(C)C. The catalyst is CN(C)C=O. The product is [CH:1]1([N:6]2[CH2:11][CH2:10][N:9]([C:12]([C:14]3[CH:15]=[C:16]4[C:20](=[CH:21][CH:22]=3)[NH:19][C:18]([C:23]([N:25]3[CH2:30][CH2:29][S:28](=[O:32])(=[O:31])[CH2:27][CH2:26]3)=[O:24])=[CH:17]4)=[O:13])[CH2:8][CH2:7]2)[CH2:5][CH2:4][CH2:2]1. The yield is 0.820.